From a dataset of Catalyst prediction with 721,799 reactions and 888 catalyst types from USPTO. Predict which catalyst facilitates the given reaction. (1) Reactant: CS(O[CH2:6][CH2:7][O:8][C:9]1[CH:14]=[CH:13][C:12]([Br:15])=[CH:11][C:10]=1[C:16]([F:19])([F:18])[F:17])(=O)=O.C(=O)([O-])[O-].[K+].[K+].[N-:26]=[N+:27]=[N-:28].[Na+].O. Product: [N:26]([CH2:6][CH2:7][O:8][C:9]1[CH:14]=[CH:13][C:12]([Br:15])=[CH:11][C:10]=1[C:16]([F:19])([F:18])[F:17])=[N+:27]=[N-:28]. The catalyst class is: 31. (2) Reactant: O[CH2:2][C:3]1[CH2:4][N:5]([C:15](=[O:17])[CH3:16])[CH2:6][CH2:7][C:8]=1[C:9]1[CH:14]=[CH:13][CH:12]=[CH:11][CH:10]=1.O=S(Cl)[Cl:20]. Product: [Cl:20][CH2:2][C:3]1[CH2:4][N:5]([C:15](=[O:17])[CH3:16])[CH2:6][CH2:7][C:8]=1[C:9]1[CH:14]=[CH:13][CH:12]=[CH:11][CH:10]=1. The catalyst class is: 2. (3) Reactant: [CH3:1][O:2][C:3]1[CH:4]=[C:5]2[C:9](=[CH:10][CH:11]=1)[NH:8][CH:7]=[C:6]2[CH2:12][CH2:13][NH:14][C:15](=[O:17])[CH3:16].[H-].[Na+].[S:20](Cl)([C:23]1[CH:29]=[CH:28][C:26]([CH3:27])=[CH:25][CH:24]=1)(=[O:22])=[O:21]. Product: [CH3:1][O:2][C:3]1[CH:4]=[C:5]2[C:9](=[CH:10][CH:11]=1)[N:8]([S:20]([C:23]1[CH:29]=[CH:28][C:26]([CH3:27])=[CH:25][CH:24]=1)(=[O:22])=[O:21])[CH:7]=[C:6]2[CH2:12][CH2:13][NH:14][C:15](=[O:17])[CH3:16]. The catalyst class is: 9. (4) Reactant: Br[CH2:2][CH2:3][O:4][C:5]1[CH:10]=[CH:9][C:8]([O:11][C:12]([F:15])([F:14])[F:13])=[CH:7][CH:6]=1.CO.[CH3:18][NH2:19]. Product: [CH3:18][NH:19][CH2:2][CH2:3][O:4][C:5]1[CH:10]=[CH:9][C:8]([O:11][C:12]([F:15])([F:14])[F:13])=[CH:7][CH:6]=1. The catalyst class is: 5. (5) The catalyst class is: 4. Reactant: [CH2:1]([NH:5][CH2:6][C:7]1[S:8][C:9]([C:12]2[CH:17]=[CH:16][CH:15]=[C:14]([S:18]([CH3:21])(=[O:20])=[O:19])[CH:13]=2)=[CH:10][CH:11]=1)[CH:2]([CH3:4])[CH3:3].[CH:22]1([CH2:28][S:29](Cl)(=[O:31])=[O:30])[CH2:27][CH2:26][CH2:25][CH2:24][CH2:23]1. Product: [CH:22]1([CH2:28][S:29]([N:5]([CH2:1][CH:2]([CH3:4])[CH3:3])[CH2:6][C:7]2[S:8][C:9]([C:12]3[CH:17]=[CH:16][CH:15]=[C:14]([S:18]([CH3:21])(=[O:20])=[O:19])[CH:13]=3)=[CH:10][CH:11]=2)(=[O:31])=[O:30])[CH2:27][CH2:26][CH2:25][CH2:24][CH2:23]1.